Predict the product of the given reaction. From a dataset of Forward reaction prediction with 1.9M reactions from USPTO patents (1976-2016). (1) Given the reactants C([Li])CCC.C(NC(C)C)(C)C.[CH2:13]([CH:15]([CH2:19][CH2:20][CH2:21][CH3:22])[C:16]([OH:18])=[O:17])[CH3:14].C1C[O:26][CH2:25]C1, predict the reaction product. The product is: [CH2:13]([C:15]([CH2:25][OH:26])([CH2:19][CH2:20][CH2:21][CH3:22])[C:16]([OH:18])=[O:17])[CH3:14]. (2) Given the reactants [C:1]([O:5][C:6]([N:8]1[CH2:13][CH2:12][C:11]([C:14]2[CH:19]=[CH:18][C:17]([N+:20]([O-])=O)=[CH:16][C:15]=2[CH3:23])=[CH:10][CH2:9]1)=[O:7])([CH3:4])([CH3:3])[CH3:2].NC1C=CC(C2CCN(C(OC(C)(C)C)=O)CC2)=C(C)C=1, predict the reaction product. The product is: [NH2:20][C:17]1[CH:18]=[CH:19][C:14]([CH:11]2[CH2:12][CH2:13][N:8]([C:6]([O:5][C:1]([CH3:3])([CH3:2])[CH3:4])=[O:7])[CH2:9][CH2:10]2)=[C:15]([CH3:23])[CH:16]=1. (3) Given the reactants [CH2:1]([N:8]1[C:12]([CH2:13][CH2:14][CH2:15][CH3:16])=[CH:11][C:10]([C:17](O)=[O:18])=[C:9]1[CH:20]([CH3:22])[CH3:21])[C:2]1[CH:7]=[CH:6][CH:5]=[CH:4][CH:3]=1.[CH2:23]([N:30]1[C:34]([CH:35]([CH3:37])[CH3:36])=[CH:33][C:32]([C:38](O)=[O:39])=[C:31]1[CH2:41][CH2:42][CH2:43][CH3:44])[C:24]1[CH:29]=[CH:28][CH:27]=[CH:26][CH:25]=1.CCN=C=NCCCN(C)C.[F:56][C:57]1[CH:58]=[C:59]([CH:62]=[CH:63][C:64]=1[F:65])[CH2:60][NH2:61], predict the reaction product. The product is: [F:56][C:57]1[CH:58]=[C:59]([CH:62]=[CH:63][C:64]=1[F:65])[CH2:60][NH:61][C:17]([C:10]1[CH:11]=[C:12]([CH2:13][CH2:14][CH2:15][CH3:16])[N:8]([CH2:1][C:2]2[CH:3]=[CH:4][CH:5]=[CH:6][CH:7]=2)[C:9]=1[CH:20]([CH3:21])[CH3:22])=[O:18].[F:56][C:57]1[CH:58]=[C:59]([CH:62]=[CH:63][C:64]=1[F:65])[CH2:60][NH:61][C:38]([C:32]1[CH:33]=[C:34]([CH:35]([CH3:37])[CH3:36])[N:30]([CH2:23][C:24]2[CH:29]=[CH:28][CH:27]=[CH:26][CH:25]=2)[C:31]=1[CH2:41][CH2:42][CH2:43][CH3:44])=[O:39]. (4) Given the reactants [NH2:1][C@@H:2]1[CH2:7][CH2:6][C@@H:5]([NH:8][C:9](=[O:18])[O:10][CH2:11][C:12]2[CH:17]=[CH:16][CH:15]=[CH:14][CH:13]=2)[C@H:4]([CH2:19][N:20]([CH2:24][CH2:25][CH2:26][C:27]2[CH:32]=[CH:31][C:30]([F:33])=[CH:29][CH:28]=2)[CH2:21][CH2:22][CH3:23])[CH2:3]1.CCN(CC)CC.[C:41](Cl)(=[O:46])[C:42]([CH3:45])([CH3:44])[CH3:43], predict the reaction product. The product is: [F:33][C:30]1[CH:29]=[CH:28][C:27]([CH2:26][CH2:25][CH2:24][N:20]([CH2:19][C@@H:4]2[CH2:3][C@H:2]([NH:1][C:41](=[O:46])[C:42]([CH3:45])([CH3:44])[CH3:43])[CH2:7][CH2:6][C@H:5]2[NH:8][C:9](=[O:18])[O:10][CH2:11][C:12]2[CH:17]=[CH:16][CH:15]=[CH:14][CH:13]=2)[CH2:21][CH2:22][CH3:23])=[CH:32][CH:31]=1. (5) Given the reactants [C:1]1([C:7]2[O:11][C:10]([C:12]3[CH:13]=[N:14][NH:15][C:16]=3[NH2:17])=[N:9][CH:8]=2)[CH:6]=[CH:5][CH:4]=[CH:3][CH:2]=1.[CH2:18]([N:20]1[C:28]2[C:23](=[CH:24][C:25]([C:29](=O)[CH2:30][C:31](OCC)=[O:32])=[CH:26][CH:27]=2)[CH:22]=[N:21]1)[CH3:19].CC1C=CC(S(O)(=O)=O)=CC=1, predict the reaction product. The product is: [CH2:18]([N:20]1[C:28]2[C:23](=[CH:24][C:25]([C:29]3[NH:17][C:16]4[N:15]([N:14]=[CH:13][C:12]=4[C:10]4[O:11][C:7]([C:1]5[CH:2]=[CH:3][CH:4]=[CH:5][CH:6]=5)=[CH:8][N:9]=4)[C:31](=[O:32])[CH:30]=3)=[CH:26][CH:27]=2)[CH:22]=[N:21]1)[CH3:19]. (6) Given the reactants [CH:1]([N:4]1[C:9](=[O:10])[CH:8]=[CH:7][C:6]([C:11](=O)[C:12]([C:14]2[CH:19]=[CH:18][CH:17]=[CH:16][CH:15]=2)=O)=[N:5]1)([CH3:3])[CH3:2].[NH2:21][C:22](=[C:25]([NH2:28])[C:26]#[N:27])[C:23]#[N:24], predict the reaction product. The product is: [CH:1]([N:4]1[C:9](=[O:10])[CH:8]=[CH:7][C:6]([C:11]2[N:21]=[C:22]([C:23]#[N:24])[C:25]([C:26]#[N:27])=[N:28][C:12]=2[C:14]2[CH:19]=[CH:18][CH:17]=[CH:16][CH:15]=2)=[N:5]1)([CH3:3])[CH3:2]. (7) Given the reactants C([O:3][C:4](=[O:58])[CH2:5][CH2:6][NH:7][C:8]([C@:10]12[CH2:45][CH2:44][C@@H:43]([C:46]([CH2:48][O:49][CH2:50][CH2:51][N:52]3[CH2:57][CH2:56][O:55][CH2:54][CH2:53]3)=[CH2:47])[C@@H:11]1[C@@H:12]1[C@@:25]([CH3:28])([CH2:26][CH2:27]2)[C@@:24]2([CH3:29])[C@@H:15]([C@:16]3([CH3:42])[C@@H:21]([CH2:22][CH2:23]2)[C:20]([CH3:31])([CH3:30])[C:19]([C:32]2[CH:41]=[CH:40][C:35]([C:36]([O:38]C)=[O:37])=[CH:34][CH:33]=2)=[CH:18][CH2:17]3)[CH2:14][CH2:13]1)=[O:9])C.[OH-].[Na+], predict the reaction product. The product is: [C:4]([CH2:5][CH2:6][NH:7][C:8]([C@:10]12[CH2:45][CH2:44][C@@H:43]([C:46]([CH2:48][O:49][CH2:50][CH2:51][N:52]3[CH2:53][CH2:54][O:55][CH2:56][CH2:57]3)=[CH2:47])[C@@H:11]1[C@@H:12]1[C@@:25]([CH3:28])([CH2:26][CH2:27]2)[C@@:24]2([CH3:29])[C@@H:15]([C@:16]3([CH3:42])[C@@H:21]([CH2:22][CH2:23]2)[C:20]([CH3:31])([CH3:30])[C:19]([C:32]2[CH:41]=[CH:40][C:35]([C:36]([OH:38])=[O:37])=[CH:34][CH:33]=2)=[CH:18][CH2:17]3)[CH2:14][CH2:13]1)=[O:9])([OH:58])=[O:3].